Dataset: Forward reaction prediction with 1.9M reactions from USPTO patents (1976-2016). Task: Predict the product of the given reaction. (1) Given the reactants C1(C)C=CC(S([O-])(=O)=O)=CC=1.[NH+]1C=CC=CC=1.[CH3:18][C:19]([CH3:61])([Si:21]([C:55]1[CH:60]=[CH:59][CH:58]=[CH:57][CH:56]=1)([C:49]1[CH:54]=[CH:53][CH:52]=[CH:51][CH:50]=1)[O:22][CH2:23][C@H:24]([OH:48])[CH2:25][O:26][CH2:27][CH2:28][CH2:29][CH2:30][CH2:31][CH2:32][CH2:33][CH2:34][CH2:35][CH2:36][CH2:37][CH2:38][CH2:39][CH2:40][CH2:41][CH2:42][S:43][C:44]([CH3:47])([CH3:46])[CH3:45])[CH3:20].[O:62]1[CH:67]=[CH:66][CH2:65][CH2:64][CH2:63]1, predict the reaction product. The product is: [CH3:20][C:19]([CH3:61])([Si:21]([C:55]1[CH:56]=[CH:57][CH:58]=[CH:59][CH:60]=1)([C:49]1[CH:50]=[CH:51][CH:52]=[CH:53][CH:54]=1)[O:22][CH2:23][C@H:24]([O:48][CH:63]1[CH2:64][CH2:65][CH2:66][CH2:67][O:62]1)[CH2:25][O:26][CH2:27][CH2:28][CH2:29][CH2:30][CH2:31][CH2:32][CH2:33][CH2:34][CH2:35][CH2:36][CH2:37][CH2:38][CH2:39][CH2:40][CH2:41][CH2:42][S:43][C:44]([CH3:45])([CH3:46])[CH3:47])[CH3:18]. (2) The product is: [F:1][C:2]1[CH:16]=[CH:15][CH:14]=[C:13]([CH3:18])[C:3]=1[O:4][C:5]1[CH:12]=[CH:11][C:8]([CH:9]=[O:10])=[CH:7][CH:6]=1. Given the reactants [F:1][C:2]1[CH:16]=[CH:15][CH:14]=[CH:13][C:3]=1[O:4][C:5]1[CH:12]=[CH:11][C:8]([CH:9]=[O:10])=[CH:7][CH:6]=1.F[C:18]1C=CC(C=O)=CC=1.FC1C=CC=C(C)C=1O, predict the reaction product. (3) Given the reactants [O:1]=[C:2]1[NH:7][C:6]([C:8]([O:10][CH3:11])=[O:9])=[CH:5][CH:4]=[CH:3]1.[H-].[Na+].FS([C:18](C(O)=O)([F:20])[F:19])(=O)=O.O, predict the reaction product. The product is: [F:19][CH:18]([F:20])[O:1][C:2]1[N:7]=[C:6]([C:8]([O:10][CH3:11])=[O:9])[CH:5]=[CH:4][CH:3]=1. (4) Given the reactants Cl.[CH3:2][O:3][N:4]([CH3:13])[C:5]([CH:7]1[CH2:12][CH2:11][NH:10][CH2:9][CH2:8]1)=[O:6].[OH-].[Na+].C(=O)([O-])[O-].[K+].[K+].FC(F)(F)S(O[CH2:28][C:29]([F:32])([F:31])[F:30])(=O)=O.[Cl-].[Na+], predict the reaction product. The product is: [CH3:2][O:3][N:4]([CH3:13])[C:5]([CH:7]1[CH2:8][CH2:9][N:10]([CH2:28][C:29]([F:32])([F:31])[F:30])[CH2:11][CH2:12]1)=[O:6]. (5) Given the reactants [CH3:1]OC(OC)COC.[CH3:9][C:10]1([CH3:18])[O:15][C:14](=[O:16])[CH2:13][C:12](=[O:17])[O:11]1.[CH3:19][O:20][C:21]1[CH:22]=[C:23]([NH2:29])[CH:24]=[N:25][C:26]=1[O:27][CH3:28], predict the reaction product. The product is: [CH3:19][O:20][C:21]1[CH:22]=[C:23](/[N:29]=[CH:1]/[CH:13]2[C:14](=[O:16])[O:15][C:10]([CH3:18])([CH3:9])[O:11][C:12]2=[O:17])[CH:24]=[N:25][C:26]=1[O:27][CH3:28]. (6) Given the reactants [C:1]1([CH2:7][CH2:8][C@H:9]([O:28][CH:29]2[CH2:34][CH2:33][CH2:32][CH2:31][O:30]2)[CH2:10][CH2:11][C@@H:12]2[C@@H:19]3[C@@H:15]([O:16][C:17](=[O:20])[CH2:18]3)[CH2:14][C@H:13]2[O:21][CH:22]2[CH2:27][CH2:26][CH2:25][CH2:24][O:23]2)[CH:6]=[CH:5][CH:4]=[CH:3][CH:2]=1.CC(C[AlH]CC(C)C)C, predict the reaction product. The product is: [C:1]1([CH2:7][CH2:8][C@H:9]([O:28][CH:29]2[CH2:34][CH2:33][CH2:32][CH2:31][O:30]2)[CH2:10][CH2:11][C@@H:12]2[C@@H:19]3[C@@H:15]([O:16][CH:17]([OH:20])[CH2:18]3)[CH2:14][C@H:13]2[O:21][CH:22]2[CH2:27][CH2:26][CH2:25][CH2:24][O:23]2)[CH:2]=[CH:3][CH:4]=[CH:5][CH:6]=1. (7) The product is: [Cl:1][C:2]1[CH:3]=[C:4]([CH2:5][OH:6])[CH:8]=[C:9]([Cl:11])[N:10]=1. Given the reactants [Cl:1][C:2]1[CH:3]=[C:4]([CH:8]=[C:9]([Cl:11])[N:10]=1)[C:5](Cl)=[O:6].[Li+].[BH4-], predict the reaction product. (8) Given the reactants [O:1]1[C:5]2[CH:6]=[CH:7][C:8]([C:10]3([C:13]([NH:15][C:16]4[N:21]=[C:20]([C:22]5[CH:27]=[CH:26][C:25]([S:28]([OH:31])(=O)=[O:29])=[CH:24][CH:23]=5)[CH:19]=[CH:18][CH:17]=4)=[O:14])[CH2:12][CH2:11]3)=[CH:9][C:4]=2[O:3][CH2:2]1.O=S(Cl)[Cl:34].CN(C=O)C, predict the reaction product. The product is: [O:1]1[C:5]2[CH:6]=[CH:7][C:8]([C:10]3([C:13]([NH:15][C:16]4[N:21]=[C:20]([C:22]5[CH:27]=[CH:26][C:25]([S:28]([Cl:34])(=[O:31])=[O:29])=[CH:24][CH:23]=5)[CH:19]=[CH:18][CH:17]=4)=[O:14])[CH2:12][CH2:11]3)=[CH:9][C:4]=2[O:3][CH2:2]1. (9) Given the reactants C(OC([NH:11][C@@H:12]([CH2:24][C:25]1[CH:30]=[CH:29][CH:28]=[CH:27][CH:26]=1)[CH:13]([OH:23])[CH2:14][O:15][Si:16]([C:19]([CH3:22])([CH3:21])[CH3:20])([CH3:18])[CH3:17])=O)C1C=CC=CC=1, predict the reaction product. The product is: [NH2:11][C@@H:12]([CH2:24][C:25]1[CH:26]=[CH:27][CH:28]=[CH:29][CH:30]=1)[CH:13]([OH:23])[CH2:14][O:15][Si:16]([C:19]([CH3:22])([CH3:21])[CH3:20])([CH3:18])[CH3:17].